This data is from Oral bioavailability binary classification data from Ma et al.. The task is: Regression/Classification. Given a drug SMILES string, predict its absorption, distribution, metabolism, or excretion properties. Task type varies by dataset: regression for continuous measurements (e.g., permeability, clearance, half-life) or binary classification for categorical outcomes (e.g., BBB penetration, CYP inhibition). Dataset: bioavailability_ma. The drug is CC(C)(C)NC[C@H](O)COc1nsnc1N1CCOCC1. The result is 1 (high bioavailability).